Task: Predict which catalyst facilitates the given reaction.. Dataset: Catalyst prediction with 721,799 reactions and 888 catalyst types from USPTO (1) Reactant: [C:1]([C:5]1[CH:6]=[C:7]2[C:12](=[C:13]([F:15])[CH:14]=1)[C:11](=[O:16])[N:10]([C:17]1[N:24]=[CH:23][CH:22]=[C:21]([C:25]3[CH:30]=[C:29]([NH:31][C:32]4[CH:37]=[CH:36][N:35]=[C:34]([CH3:38])[N:33]=4)[C:28](=[O:39])[N:27]([CH3:40])[CH:26]=3)[C:18]=1[CH:19]=[O:20])[N:9]=[CH:8]2)([CH3:4])([CH3:3])[CH3:2].[BH4-].[Na+]. Product: [C:1]([C:5]1[CH:6]=[C:7]2[C:12](=[C:13]([F:15])[CH:14]=1)[C:11](=[O:16])[N:10]([C:17]1[C:18]([CH2:19][OH:20])=[C:21]([C:25]3[CH:30]=[C:29]([NH:31][C:32]4[CH:37]=[CH:36][N:35]=[C:34]([CH3:38])[N:33]=4)[C:28](=[O:39])[N:27]([CH3:40])[CH:26]=3)[CH:22]=[CH:23][N:24]=1)[N:9]=[CH:8]2)([CH3:4])([CH3:2])[CH3:3]. The catalyst class is: 5. (2) Reactant: O=[C:2]1[CH2:5][CH:4]([C:6]([O:8][CH3:9])=[O:7])[CH2:3]1.[CH3:10][C:11]1([CH3:32])[O:15][C@@H:14]2[C@@H:16]([CH2:29][NH:30][CH3:31])[O:17][C@@H:18]([N:19]3[CH:27]=[N:26][C:25]4[C:20]3=[N:21][CH:22]=[N:23][C:24]=4[NH2:28])[C@@H:13]2[O:12]1.[BH3-]C#N.[Na+]. Product: [CH3:9][O:8][C:6]([CH:4]1[CH2:5][CH:2]([N:30]([CH2:29][C@@H:16]2[C@@H:14]3[C@@H:13]([O:12][C:11]([CH3:32])([CH3:10])[O:15]3)[C@H:18]([N:19]3[CH:27]=[N:26][C:25]4[C:20]3=[N:21][CH:22]=[N:23][C:24]=4[NH2:28])[O:17]2)[CH3:31])[CH2:3]1)=[O:7]. The catalyst class is: 5. (3) Reactant: Cl.Cl.[CH3:3][C:4]([N:7]1[CH:11]=[C:10]([C:12]2[N:13]=[C:14]([NH:22][CH2:23][C@:24]3([F:30])[CH2:29][CH2:28][CH2:27][NH:26][CH2:25]3)[C:15]3[CH:16]=[CH:17][CH:18]=[N:19][C:20]=3[CH:21]=2)[CH:9]=[N:8]1)([CH3:6])[CH3:5]. Product: [CH3:6][C:4]([N:7]1[CH:11]=[C:10]([C:12]2[N:13]=[C:14]([NH:22][CH2:23][C@:24]3([F:30])[CH2:29][CH2:28][CH2:27][NH:26][CH2:25]3)[C:15]3[CH:16]=[CH:17][CH:18]=[N:19][C:20]=3[CH:21]=2)[CH:9]=[N:8]1)([CH3:3])[CH3:5]. The catalyst class is: 6. (4) Reactant: C([O:5][C:6](=[O:33])[CH2:7][N:8]([S:17]([C:20]1[CH:25]=[CH:24][C:23]([O:26][C:27]2[CH:32]=[CH:31][CH:30]=[CH:29][CH:28]=2)=[CH:22][CH:21]=1)(=[O:19])=[O:18])[CH2:9][C:10]([O:12]C(C)(C)C)=[O:11])(C)(C)C. Product: [O:26]([C:23]1[CH:22]=[CH:21][C:20]([S:17]([N:8]([CH2:9][C:10]([OH:12])=[O:11])[CH2:7][C:6]([OH:33])=[O:5])(=[O:19])=[O:18])=[CH:25][CH:24]=1)[C:27]1[CH:32]=[CH:31][CH:30]=[CH:29][CH:28]=1. The catalyst class is: 106. (5) Reactant: [CH2:1]([O:8][C:9](=[O:21])[C:10]1[CH:15]=[CH:14][C:13]([CH2:16]Br)=[C:12]([N+:18]([O-:20])=[O:19])[CH:11]=1)[C:2]1[CH:7]=[CH:6][CH:5]=[CH:4][CH:3]=1.[C:22]1(P(C2C=CC=CC=2)C2C=CC=CC=2)C=CC=CC=1.COC1C=CC(NC2OC(C3C=CC4N=[C:61]([C:63]5[C:68]([CH3:69])=[CH:67][C:66]([CH2:70][CH2:71][C:72]([OH:74])=[O:73])=[CH:65][C:64]=5[CH3:75])NC=4C=3)=NN=2)=CC=1.C(=O)([O-])[O-].[K+].[K+]. Product: [CH3:22][O:74][C:72](/[CH:71]=[CH:70]/[C:66]1[CH:67]=[C:68]([CH3:69])[C:63](/[CH:61]=[CH:16]/[C:13]2[CH:14]=[CH:15][C:10]([C:9]([O:8][CH2:1][C:2]3[CH:7]=[CH:6][CH:5]=[CH:4][CH:3]=3)=[O:21])=[CH:11][C:12]=2[N+:18]([O-:20])=[O:19])=[C:64]([CH3:75])[CH:65]=1)=[O:73]. The catalyst class is: 39. (6) Reactant: I[C:2]1[CH:7]=[CH:6][CH:5]=[CH:4][CH:3]=1.[CH:8]1[C:20]2[NH:19][C:18]3[C:13](=[CH:14][CH:15]=[CH:16][CH:17]=3)[C:12]=2[CH:11]=[CH:10][CH:9]=1.C(=O)([O-])[O-].[K+].[K+].C1(C)C=C(C)C=C(C)C=1. Product: [C:2]1([N:19]2[C:20]3[CH:8]=[CH:9][CH:10]=[CH:11][C:12]=3[C:13]3[C:18]2=[CH:17][CH:16]=[CH:15][CH:14]=3)[CH:7]=[CH:6][CH:5]=[CH:4][CH:3]=1. The catalyst class is: 536. (7) Reactant: C[CH:2]([C@H:6]1[CH2:11][CH2:10][N:9]([C@H:12]([C:18]2[CH:23]=[CH:22][C:21]([I:24])=[CH:20][CH:19]=2)[CH2:13][CH2:14][CH:15]([CH3:17])[CH3:16])[C@@H:8]([C:25]2[CH:30]=[CH:29][C:28]([C:31]([F:34])([F:33])[F:32])=[CH:27][CH:26]=2)[CH2:7]1)[C:3]([O-:5])=[O:4]. Product: [I:24][C:21]1[CH:20]=[CH:19][C:18]([C@H:12]([N:9]2[CH2:10][CH2:11][C@@H:6]([CH2:2][C:3]([OH:5])=[O:4])[CH2:7][C@H:8]2[C:25]2[CH:30]=[CH:29][C:28]([C:31]([F:34])([F:32])[F:33])=[CH:27][CH:26]=2)[CH2:13][CH2:14][CH:15]([CH3:17])[CH3:16])=[CH:23][CH:22]=1. The catalyst class is: 5. (8) Reactant: [CH:1]1([N:7]([CH3:11])[CH2:8][CH2:9][NH2:10])[CH2:6][CH2:5][CH2:4][CH2:3][CH2:2]1.[Cl:12][CH2:13][C:14](O[C:14](=[O:15])[CH2:13][Cl:12])=[O:15]. Product: [Cl:12][CH2:13][C:14]([NH:10][CH2:9][CH2:8][N:7]([CH:1]1[CH2:6][CH2:5][CH2:4][CH2:3][CH2:2]1)[CH3:11])=[O:15]. The catalyst class is: 2. (9) Reactant: FC(F)(F)C([O:5][CH2:6][CH2:7][CH2:8][C:9]1[CH:14]=[CH:13][C:12]([O:15][CH3:16])=[CH:11][C:10]=1[NH:17][C:18]1[C:27]([NH:28][S:29]([CH:32]2[CH2:37][CH2:36][NH:35][CH2:34][CH2:33]2)(=[O:31])=[O:30])=[N:26][C:25]2[C:20](=[CH:21][CH:22]=[CH:23][CH:24]=2)[N:19]=1)=O.[OH-].[K+].CCOC(C)=O.[ClH:48]. Product: [ClH:48].[OH:5][CH2:6][CH2:7][CH2:8][C:9]1[CH:14]=[CH:13][C:12]([O:15][CH3:16])=[CH:11][C:10]=1[NH:17][C:18]1[C:27]([NH:28][S:29]([CH:32]2[CH2:33][CH2:34][NH:35][CH2:36][CH2:37]2)(=[O:30])=[O:31])=[N:26][C:25]2[C:20]([N:19]=1)=[CH:21][CH:22]=[CH:23][CH:24]=2. The catalyst class is: 316.